Dataset: Forward reaction prediction with 1.9M reactions from USPTO patents (1976-2016). Task: Predict the product of the given reaction. (1) Given the reactants [CH3:1][O:2][C:3]1[CH:4]=[C:5]([C:13]2[O:21][C:20]3[C:15](=[N:16][CH:17]=[CH:18][C:19]=3[C:22]3[CH:23]=[C:24]([CH:28]=[CH:29][CH:30]=3)[C:25]([OH:27])=O)[CH:14]=2)[CH:6]=[C:7]([O:11][CH3:12])[C:8]=1[O:9][CH3:10].[CH3:31][N:32]([CH3:37])[CH2:33][CH2:34][CH2:35][NH2:36], predict the reaction product. The product is: [CH3:31][N:32]([CH3:37])[CH2:33][CH2:34][CH2:35][NH:36][C:25](=[O:27])[C:24]1[CH:28]=[CH:29][CH:30]=[C:22]([C:19]2[CH:18]=[CH:17][N:16]=[C:15]3[CH:14]=[C:13]([C:5]4[CH:6]=[C:7]([O:11][CH3:12])[C:8]([O:9][CH3:10])=[C:3]([O:2][CH3:1])[CH:4]=4)[O:21][C:20]=23)[CH:23]=1. (2) Given the reactants [Cl-].[CH2:2]([O:4][C:5]([C:7]1[N:8]=[C:9]([CH:12]2[CH2:17][CH2:16][NH2+:15][CH2:14][CH2:13]2)[S:10][CH:11]=1)=[O:6])[CH3:3].[CH3:18][C:19]1[N:23]([CH2:24][C:25](O)=[O:26])[N:22]=[C:21]([C:28]([F:31])([F:30])[F:29])[CH:20]=1, predict the reaction product. The product is: [CH3:18][C:19]1[N:23]([CH2:24][C:25]([N:15]2[CH2:16][CH2:17][CH:12]([C:9]3[S:10][CH:11]=[C:7]([C:5]([O:4][CH2:2][CH3:3])=[O:6])[N:8]=3)[CH2:13][CH2:14]2)=[O:26])[N:22]=[C:21]([C:28]([F:30])([F:29])[F:31])[CH:20]=1. (3) Given the reactants Br[C:2]1[CH:3]=[C:4]([C:22]([O:24][CH3:25])=[O:23])[CH:5]=[N:6][C:7]=1[O:8][CH:9]1[CH2:14][CH2:13][N:12]([C:15]([O:17][C:18]([CH3:21])([CH3:20])[CH3:19])=[O:16])[CH2:11][CH2:10]1.[CH2:26]([NH:28][C:29]([NH:31][C:32]1[CH:37]=[C:36]([C:38]2[S:39][CH:40]=[C:41]([C:43]([F:46])([F:45])[F:44])[N:42]=2)[C:35](B2OC(C)(C)C(C)(C)O2)=[CH:34][N:33]=1)=[O:30])[CH3:27].C(=O)([O-])[O-].[Cs+].[Cs+], predict the reaction product. The product is: [C:18]([O:17][C:15]([N:12]1[CH2:13][CH2:14][CH:9]([O:8][C:7]2[C:2]([C:35]3[CH:34]=[N:33][C:32]([NH:31][C:29](=[O:30])[NH:28][CH2:26][CH3:27])=[CH:37][C:36]=3[C:38]3[S:39][CH:40]=[C:41]([C:43]([F:46])([F:44])[F:45])[N:42]=3)=[CH:3][C:4]([C:22]([O:24][CH3:25])=[O:23])=[CH:5][N:6]=2)[CH2:10][CH2:11]1)=[O:16])([CH3:21])([CH3:20])[CH3:19]. (4) Given the reactants [CH2:1]([O:8][C:9]1[C:10](=[O:32])[CH:11]([C:28]([O:30]C)=[O:29])[CH2:12][N:13]2[CH2:18][CH2:17][N:16]([CH2:19][C:20]3[CH:25]=[CH:24][CH:23]=[C:22]([Cl:26])[CH:21]=3)[C:15](=[O:27])[C:14]=12)[C:2]1[CH:7]=[CH:6][CH:5]=[CH:4][CH:3]=1, predict the reaction product. The product is: [CH2:1]([O:8][C:9]1[C:10](=[O:32])[CH:11]([C:28]([OH:30])=[O:29])[CH2:12][N:13]2[CH2:18][CH2:17][N:16]([CH2:19][C:20]3[CH:25]=[CH:24][CH:23]=[C:22]([Cl:26])[CH:21]=3)[C:15](=[O:27])[C:14]=12)[C:2]1[CH:7]=[CH:6][CH:5]=[CH:4][CH:3]=1. (5) Given the reactants [O:1]1[CH2:3][C@@H:2]1[CH2:4][O:5][C:6]1[CH:7]=[C:8]([C:12]2[C:20]3[C:15](=[N:16][CH:17]=[CH:18][CH:19]=3)[O:14][N:13]=2)[CH:9]=[CH:10][CH:11]=1.[N:21]1([C:27]2[N:32]=[CH:31][CH:30]=[CH:29][N:28]=2)[CH2:26][CH2:25][NH:24][CH2:23][CH2:22]1, predict the reaction product. The product is: [O:14]1[C:15]2=[N:16][CH:17]=[CH:18][CH:19]=[C:20]2[C:12]([C:8]2[CH:7]=[C:6]([CH:11]=[CH:10][CH:9]=2)[O:5][CH2:4][C@H:2]([OH:1])[CH2:3][N:24]2[CH2:25][CH2:26][N:21]([C:27]3[N:28]=[CH:29][CH:30]=[CH:31][N:32]=3)[CH2:22][CH2:23]2)=[N:13]1.